Predict the product of the given reaction. From a dataset of Forward reaction prediction with 1.9M reactions from USPTO patents (1976-2016). (1) The product is: [F:26][C:18]1([F:25])[C@H:19]([OH:24])[C@@H:20]([CH2:22][OH:23])[O:21][C@H:17]1[N:11]1[CH:10]=[CH:9][C:15]([NH:16][C:2]([O:4][CH2:5][CH:6]([CH3:8])[CH3:7])=[O:3])=[N:14][C:12]1=[O:13]. Given the reactants Cl[C:2]([O:4][CH2:5][CH:6]([CH3:8])[CH3:7])=[O:3].[CH:9]1[C:15]([NH2:16])=[N:14][C:12](=[O:13])[N:11]([C@@H:17]2[O:21][C@H:20]([CH2:22][OH:23])[C@@H:19]([OH:24])[C:18]2([F:26])[F:25])[CH:10]=1.Cl, predict the reaction product. (2) The product is: [CH3:29][N:30]([C:65]([C:64]1[CH:63]=[CH:67][C:22]2[C@@H:23]3[C@H:14]([C@H:11]4[C@@:9]([CH2:25][CH2:24]3)([CH3:10])[C:8]([C:4]3[CH:3]=[C:2]([CH3:1])[N:7]=[N:6][CH:5]=3)=[CH:13][CH2:12]4)[CH2:15][CH2:16][C:17]=2[CH:18]=1)=[O:66])[CH2:31][CH2:32][C:33]([OH:35])=[O:34]. Given the reactants [CH3:1][C:2]1[N:7]=[N:6][CH:5]=[C:4]([C:8]2[C@:9]3([CH2:25][CH2:24][C@H:23]4[C@@H:14]([CH2:15][CH2:16][C:17]5[CH:18]=C(C(O)=O)C=C[C:22]=54)[C@@H:11]3[CH2:12][CH:13]=2)[CH3:10])[CH:3]=1.[CH3:29][NH:30][CH2:31][CH2:32][C:33]([O:35]C(C)(C)C)=[O:34].Cl.CN(C)CCCN=C=NCC.O.ON1C2C=CC=CC=2N=N1.[CH2:63]1[CH2:67][O:66][CH2:65][CH2:64]1, predict the reaction product. (3) Given the reactants C([O:3][C:4](=[O:29])[CH:5]([C:10]1[CH:15]=[CH:14][C:13]([C:16]2[CH:21]=[CH:20][C:19]([S:22][CH3:23])=[CH:18][CH:17]=2)=[C:12]([O:24][CH2:25][CH:26]2[CH2:28][CH2:27]2)[CH:11]=1)[CH2:6][CH:7]([CH3:9])[CH3:8])C.[OH-].[K+], predict the reaction product. The product is: [CH:26]1([CH2:25][O:24][C:12]2[CH:11]=[C:10]([CH:5]([CH2:6][CH:7]([CH3:9])[CH3:8])[C:4]([OH:29])=[O:3])[CH:15]=[CH:14][C:13]=2[C:16]2[CH:21]=[CH:20][C:19]([S:22][CH3:23])=[CH:18][CH:17]=2)[CH2:27][CH2:28]1. (4) Given the reactants [NH2:1][C:2]1[C:11]([F:12])=[C:10]([NH:13][CH2:14][CH2:15][NH:16][C:17]2[CH:22]=[CH:21][CH:20]=[CH:19][N:18]=2)[C:9]([O:23][CH3:24])=[C:8]2[C:3]=1[C:4](=[O:31])[C:5]([C:28]([OH:30])=[O:29])=[CH:6][N:7]2[CH:25]1[CH2:27][CH2:26]1.OS(O)(=O)=O.C([O-])(O)=O.[Na+].[CH3:42][CH2:43]O, predict the reaction product. The product is: [NH2:1][C:2]1[C:11]([F:12])=[C:10]([NH:13][CH2:14][CH2:15][NH:16][C:17]2[CH:22]=[CH:21][CH:20]=[CH:19][N:18]=2)[C:9]([O:23][CH3:24])=[C:8]2[C:3]=1[C:4](=[O:31])[C:5]([C:28]([O:30][CH2:42][CH3:43])=[O:29])=[CH:6][N:7]2[CH:25]1[CH2:27][CH2:26]1. (5) Given the reactants C([NH:8][C@@H:9]1[CH2:14][C@H:13]([C:15]2[CH:20]=[CH:19][N:18]=[CH:17][C:16]=2[N+:21]([O-])=O)[O:12][C@H:11]([CH:24]([CH3:26])[CH3:25])[C@H:10]1[OH:27])C1C=CC=CC=1.[CH3:40][C:39]([O:38][C:36](O[C:36]([O:38][C:39]([CH3:42])([CH3:41])[CH3:40])=[O:37])=[O:37])([CH3:42])[CH3:41], predict the reaction product. The product is: [NH2:21][C:16]1[CH:17]=[N:18][CH:19]=[CH:20][C:15]=1[C@@H:13]1[O:12][C@H:11]([CH:24]([CH3:26])[CH3:25])[C@@H:10]([OH:27])[C@H:9]([NH:8][C:36](=[O:37])[O:38][C:39]([CH3:40])([CH3:41])[CH3:42])[CH2:14]1.[NH2:21][C:16]1[CH:17]=[N:18][CH:19]=[CH:20][C:15]=1[C@H:13]1[O:12][C@@H:11]([CH:24]([CH3:26])[CH3:25])[C@H:10]([OH:27])[C@@H:9]([NH:8][C:36](=[O:37])[O:38][C:39]([CH3:40])([CH3:41])[CH3:42])[CH2:14]1. (6) Given the reactants C([N:4]1[C:16]2[CH:15]=[CH:14][C:13]([Si:17]([C:30]3[CH:35]=[CH:34][CH:33]=[CH:32][CH:31]=3)([C:24]3[CH:29]=[CH:28][CH:27]=[CH:26][CH:25]=3)[C:18]3[CH:23]=[CH:22][CH:21]=[CH:20][CH:19]=3)=[CH:12][C:11]=2[C:10]2[C:5]1=[CH:6][CH:7]=[C:8]([Si:36]([C:49]1[CH:54]=[CH:53][CH:52]=[CH:51][CH:50]=1)([C:43]1[CH:48]=[CH:47][CH:46]=[CH:45][CH:44]=1)[C:37]1[CH:42]=[CH:41][CH:40]=[CH:39][CH:38]=1)[CH:9]=2)(=O)C.[OH-].[Na+].Cl, predict the reaction product. The product is: [C:30]1([Si:17]([C:18]2[CH:19]=[CH:20][CH:21]=[CH:22][CH:23]=2)([C:24]2[CH:25]=[CH:26][CH:27]=[CH:28][CH:29]=2)[C:13]2[CH:14]=[CH:15][C:16]3[NH:4][C:5]4[C:10]([C:11]=3[CH:12]=2)=[CH:9][C:8]([Si:36]([C:37]2[CH:38]=[CH:39][CH:40]=[CH:41][CH:42]=2)([C:43]2[CH:48]=[CH:47][CH:46]=[CH:45][CH:44]=2)[C:49]2[CH:54]=[CH:53][CH:52]=[CH:51][CH:50]=2)=[CH:7][CH:6]=4)[CH:35]=[CH:34][CH:33]=[CH:32][CH:31]=1. (7) Given the reactants [CH3:1][N:2]1[CH:6]=[CH:5][N:4]=[C:3]1[Si](CC)(CC)CC.C([Li])(C)(C)C.CCCCC.[Br:24][C:25]1[CH:32]=[C:31]([CH:33]=[O:34])[CH:30]=[CH:29][C:26]=1[C:27]#[N:28].[Cl-].[NH4+], predict the reaction product. The product is: [Br:24][C:25]1[CH:32]=[C:31]([CH:33]([OH:34])[C:6]2[N:2]([CH3:1])[CH:3]=[N:4][CH:5]=2)[CH:30]=[CH:29][C:26]=1[C:27]#[N:28]. (8) Given the reactants O[N:41]1[C:42]2([CH2:43][CH2:44][O:45][CH2:46][CH2:47]2)[CH2:48][CH:38](N2CC(OCCOCCOCCOCCOC)CN([CH:38]3[CH2:48][C:42]4([CH2:47][CH2:46][O:45][CH2:44][CH2:43]4)[N:41](O)[C:40]4([CH2:54][CH2:53][O:52][CH2:51][CH2:50]4)[CH2:39]3)C2=O)[CH2:39][C:40]21[CH2:54][CH2:53][O:52][CH2:51][CH2:50]2.[O:56]1CCC(=O)CC1.[NH4+].[Cl-].Cl, predict the reaction product. The product is: [CH2:47]1[C:42]2([CH2:48][C:38](=[O:56])[CH2:39][C:40]3([CH2:50][CH2:51][O:52][CH2:53][CH2:54]3)[NH:41]2)[CH2:43][CH2:44][O:45][CH2:46]1. (9) The product is: [Br:1][C:2]1[S:3][CH:4]=[CH:5][C:6]=1[CH2:7][CH2:8][O:9][Si:14]([C:10]([CH3:13])([CH3:12])[CH3:11])([CH3:16])[CH3:15]. Given the reactants [Br:1][C:2]1[S:3][CH:4]=[CH:5][C:6]=1[CH2:7][CH2:8][OH:9].[C:10]([Si:14](Cl)([CH3:16])[CH3:15])([CH3:13])([CH3:12])[CH3:11].N1C=CN=C1.O, predict the reaction product. (10) Given the reactants [S:1]1[CH:5]=[CH:4][CH:3]=[C:2]1[C:6]1[O:7][C:8]2[CH:14]=[C:13]([CH:15]=[O:16])[CH:12]=[CH:11][C:9]=2[N:10]=1.I/[CH:18]=[CH:19]/[C:20]([O:22][CH2:23][CH3:24])=[O:21].[Cl-].[NH4+], predict the reaction product. The product is: [OH:16][CH:15]([C:13]1[CH:12]=[CH:11][C:9]2[N:10]=[C:6]([C:2]3[S:1][CH:5]=[CH:4][CH:3]=3)[O:7][C:8]=2[CH:14]=1)/[CH:18]=[CH:19]/[C:20]([O:22][CH2:23][CH3:24])=[O:21].